Task: Predict the reactants needed to synthesize the given product.. Dataset: Full USPTO retrosynthesis dataset with 1.9M reactions from patents (1976-2016) Given the product [O:1]=[C:2]([CH3:27])[CH2:3][NH:4][C:5]([C:7]1[C:8]([O:25][CH3:26])=[C:9]2[C:13](=[CH:14][CH:15]=1)[NH:12][N:11]=[C:10]2/[CH:16]=[CH:17]/[C:18]1[CH:19]=[CH:20][C:21]([F:24])=[CH:22][CH:23]=1)=[O:6], predict the reactants needed to synthesize it. The reactants are: [OH:1][CH:2]([CH3:27])[CH2:3][NH:4][C:5]([C:7]1[C:8]([O:25][CH3:26])=[C:9]2[C:13](=[CH:14][CH:15]=1)[NH:12][N:11]=[C:10]2/[CH:16]=[CH:17]/[C:18]1[CH:23]=[CH:22][C:21]([F:24])=[CH:20][CH:19]=1)=[O:6].C(N(CC)CC)C.